This data is from Forward reaction prediction with 1.9M reactions from USPTO patents (1976-2016). The task is: Predict the product of the given reaction. (1) The product is: [NH2:29][C:26]1[N:25]=[C:24]([CH3:30])[C:23]([C:12]2[N:11]=[C:10]3[C:15]([N:16]=[C:8]([NH:5][CH2:4][CH2:3][N:2]([CH3:6])[CH3:1])[N:9]3[CH2:31][CH:32]3[CH2:34][CH2:33]3)=[C:14]([N:17]3[CH2:22][CH2:21][O:20][CH2:19][CH2:18]3)[N:13]=2)=[CH:28][N:27]=1. Given the reactants [CH3:1][N:2]([CH3:6])[CH2:3][CH2:4][NH2:5].Cl[C:8]1[N:9]([CH2:31][CH:32]2[CH2:34][CH2:33]2)[C:10]2[C:15]([N:16]=1)=[C:14]([N:17]1[CH2:22][CH2:21][O:20][CH2:19][CH2:18]1)[N:13]=[C:12]([C:23]1[C:24]([CH3:30])=[N:25][C:26]([NH2:29])=[N:27][CH:28]=1)[N:11]=2, predict the reaction product. (2) Given the reactants [C:1]1([OH:7])[CH:6]=[CH:5][CH:4]=[CH:3][CH:2]=1.S(=O)(=O)(O)O.[CH:13]1[C:18]([OH:19])=[CH:17][CH:16]=[C:15]([S:20]([OH:23])(=[O:22])=[O:21])[CH:14]=1, predict the reaction product. The product is: [CH:6]1[C:1]([OH:7])=[CH:2][CH:3]=[C:4]([S:20]([C:15]2[CH:16]=[CH:17][C:18]([OH:19])=[CH:13][CH:14]=2)(=[O:22])=[O:21])[CH:5]=1.[CH:5]1[CH:6]=[C:1]([OH:7])[C:2]([S:20]([C:15]2[CH:14]=[CH:13][C:18]([OH:19])=[CH:17][CH:16]=2)(=[O:22])=[O:23])=[CH:3][CH:4]=1. (3) Given the reactants C([O:8][C:9]1[C:10]([Cl:29])=[CH:11][C:12]([S:19]([C:22]2[CH:27]=[CH:26][C:25]([F:28])=[CH:24][CH:23]=2)(=[O:21])=[O:20])=[C:13]2[C:18]=1[N:17]=[CH:16][CH:15]=[CH:14]2)C1C=CC=CC=1.Cl, predict the reaction product. The product is: [Cl:29][C:10]1[C:9]([OH:8])=[C:18]2[C:13]([CH:14]=[CH:15][CH:16]=[N:17]2)=[C:12]([S:19]([C:22]2[CH:27]=[CH:26][C:25]([F:28])=[CH:24][CH:23]=2)(=[O:20])=[O:21])[CH:11]=1. (4) Given the reactants [NH2:1][C:2]1[CH:3]=[C:4]([C:19]2[CH:24]=[CH:23][CH:22]=[CH:21][C:20]=2[C:25]([F:28])([F:27])[F:26])[CH:5]=[CH:6][C:7]=1[NH:8][C:9](=O)[CH:10]=[CH:11][CH:12]1[CH2:17][CH2:16][O:15][CH2:14][CH2:13]1.C1(C)C=CC(S(O)(=O)=O)=CC=1.C([O-])(O)=O.[Na+], predict the reaction product. The product is: [O:15]1[CH2:16][CH2:17][CH:12](/[CH:11]=[CH:10]/[C:9]2[NH:8][C:7]3[CH:6]=[CH:5][C:4]([C:19]4[CH:24]=[CH:23][CH:22]=[CH:21][C:20]=4[C:25]([F:28])([F:27])[F:26])=[CH:3][C:2]=3[N:1]=2)[CH2:13][CH2:14]1. (5) Given the reactants C([O:8][C:9]1[CH:28]=[CH:27][C:12]([O:13][CH2:14][CH2:15][C:16]2[N:17]=[C:18]([C:21]3[CH:26]=[CH:25][CH:24]=[CH:23][CH:22]=3)[O:19][CH:20]=2)=[CH:11][CH:10]=1)C1C=CC=CC=1.[CH:29]([O-])=O.[NH4+], predict the reaction product. The product is: [CH3:29][C:20]1[O:19][C:18]([C:21]2[CH:22]=[CH:23][CH:24]=[CH:25][CH:26]=2)=[N:17][C:16]=1[CH2:15][CH2:14][O:13][C:12]1[CH:11]=[CH:10][C:9]([OH:8])=[CH:28][CH:27]=1. (6) Given the reactants [NH2:1][C@@H:2]1[C:16](=[O:17])[N:15]2[CH2:18][C@H:19]([O:21][C:22]3[C:23]4[S:36][CH:35]=[CH:34][C:24]=4[N:25]=[C:26]([C:28]4[CH:33]=[CH:32][CH:31]=[CH:30][N:29]=4)[N:27]=3)[CH2:20][C@H:14]2[C:13](=[O:37])[NH:12][C@:11]2([C:39]([O:41][CH3:42])=[O:40])[CH2:38][C@H:10]2[CH:9]=[CH:8][CH2:7][CH2:6][CH2:5][CH2:4][CH2:3]1.C(N(CC)CC)C.[C:50](=[O:67])([O:57][C:58]1[CH:63]=[CH:62][C:61]([N+]([O-])=O)=CC=1)OC1CCCC1.C(=O)(O)[O-].[Na+], predict the reaction product. The product is: [CH:58]1([O:57][C:50]([NH:1][C@@H:2]2[C:16](=[O:17])[N:15]3[CH2:18][C@H:19]([O:21][C:22]4[C:23]5[S:36][CH:35]=[CH:34][C:24]=5[N:25]=[C:26]([C:28]5[CH:33]=[CH:32][CH:31]=[CH:30][N:29]=5)[N:27]=4)[CH2:20][C@H:14]3[C:13](=[O:37])[NH:12][C@:11]3([C:39]([O:41][CH3:42])=[O:40])[CH2:38][C@H:10]3[CH:9]=[CH:8][CH2:7][CH2:6][CH2:5][CH2:4][CH2:3]2)=[O:67])[CH2:63][CH2:62][CH2:61]1. (7) Given the reactants [Cl:1][C:2]1[CH:11]=[CH:10][C:9]([O:12][CH2:13][CH2:14][CH2:15][C:16]([F:19])([F:18])[F:17])=[CH:8][C:3]=1[C:4]([O:6]C)=[O:5].[OH-].[Li+].Cl, predict the reaction product. The product is: [Cl:1][C:2]1[CH:11]=[CH:10][C:9]([O:12][CH2:13][CH2:14][CH2:15][C:16]([F:17])([F:18])[F:19])=[CH:8][C:3]=1[C:4]([OH:6])=[O:5].